The task is: Predict the reactants needed to synthesize the given product.. This data is from Full USPTO retrosynthesis dataset with 1.9M reactions from patents (1976-2016). (1) Given the product [CH:1]([N:4]1[C:8]([C:9]2[N:10]=[C:11]3[C:17]4[CH:18]=[CH:19][C:20]([CH2:22][CH2:23][C:24]([OH:26])=[O:25])=[CH:21][C:16]=4[O:15][CH2:14][CH2:13][N:12]3[CH:28]=2)=[N:7][C:6]([CH3:29])=[N:5]1)([CH3:3])[CH3:2], predict the reactants needed to synthesize it. The reactants are: [CH:1]([N:4]1[C:8]([C:9]2[N:10]=[C:11]3[C:17]4[CH:18]=[CH:19][C:20]([CH2:22][CH2:23][C:24]([O:26]C)=[O:25])=[CH:21][C:16]=4[O:15][CH2:14][CH2:13][N:12]3[CH:28]=2)=[N:7][C:6]([CH3:29])=[N:5]1)([CH3:3])[CH3:2].[OH-].[Li+]. (2) Given the product [C:27]([O:31][C:32]([N:34]1[C:38]2[CH:39]=[CH:40][CH:41]=[CH:42][C:37]=2[N:36]=[C:35]1[CH2:43][N:11]([CH2:12][CH2:13][CH2:14][CH2:15][N:16]1[C:17](=[O:26])[C:18]2[C:23](=[CH:22][CH:21]=[CH:20][CH:19]=2)[C:24]1=[O:25])[CH:6]1[CH2:7][CH2:8][CH2:9][C:10]2[N:1]=[CH:2][CH:3]=[N:4][C:5]1=2)=[O:33])([CH3:30])([CH3:29])[CH3:28], predict the reactants needed to synthesize it. The reactants are: [N:1]1[C:10]2[CH2:9][CH2:8][CH2:7][CH:6]([NH:11][CH2:12][CH2:13][CH2:14][CH2:15][N:16]3[C:24](=[O:25])[C:23]4[C:18](=[CH:19][CH:20]=[CH:21][CH:22]=4)[C:17]3=[O:26])[C:5]=2[N:4]=[CH:3][CH:2]=1.[C:27]([O:31][C:32]([N:34]1[C:38]2[CH:39]=[CH:40][CH:41]=[CH:42][C:37]=2[N:36]=[C:35]1[CH2:43]Cl)=[O:33])([CH3:30])([CH3:29])[CH3:28].[I-].[K+].C(N(C(C)C)CC)(C)C.C(=O)(O)[O-].[Na+]. (3) The reactants are: [CH2:1]([O:8][C@@H:9]1[C@@H:15]([O:16][CH2:17][C:18]2[CH:23]=[CH:22][CH:21]=[CH:20][CH:19]=2)[C@H:14]([O:24][CH2:25][C:26]2[CH:31]=[CH:30][CH:29]=[CH:28][CH:27]=2)[C@@H:13]([CH2:32][O:33][CH2:34][C:35]2[CH:40]=[CH:39][CH:38]=[CH:37][CH:36]=2)[O:12][CH:10]1[OH:11])[C:2]1[CH:7]=[CH:6][CH:5]=[CH:4][CH:3]=1.[OH-].[Na+].C[Si](C)(C(C)(C)C)[O:45][CH2:46][CH2:47][CH2:48][CH2:49][CH2:50][CH2:51]Br. Given the product [CH2:1]([O:8][C@@H:9]1[C@@H:15]([O:16][CH2:17][C:18]2[CH:23]=[CH:22][CH:21]=[CH:20][CH:19]=2)[C@H:14]([O:24][CH2:25][C:26]2[CH:27]=[CH:28][CH:29]=[CH:30][CH:31]=2)[C@@H:13]([CH2:32][O:33][CH2:34][C:35]2[CH:36]=[CH:37][CH:38]=[CH:39][CH:40]=2)[O:12][CH:10]1[O:11][CH2:51][CH2:50][CH2:49][CH2:48][CH2:47][CH2:46][OH:45])[C:2]1[CH:3]=[CH:4][CH:5]=[CH:6][CH:7]=1, predict the reactants needed to synthesize it. (4) Given the product [F:28][C:26]1[CH:25]=[C:24]([N:29]([CH3:52])[CH:30]([C:32]2[CH:33]=[C:34]([C:49]([N:7]([CH3:8])[CH3:6])=[O:50])[CH:35]=[C:36]3[C:41]=2[O:40][C:39]([N:42]2[CH2:43][CH2:44][O:45][CH2:46][CH2:47]2)=[CH:38][C:37]3=[O:48])[CH3:31])[CH:23]=[C:22]([F:21])[CH:27]=1, predict the reactants needed to synthesize it. The reactants are: [B-](F)(F)(F)F.[CH3:6][N:7](C(ON1C(=O)CCC1=O)=[N+](C)C)[CH3:8].[F:21][C:22]1[CH:23]=[C:24]([N:29]([CH3:52])[CH:30]([C:32]2[CH:33]=[C:34]([C:49](O)=[O:50])[CH:35]=[C:36]3[C:41]=2[O:40][C:39]([N:42]2[CH2:47][CH2:46][O:45][CH2:44][CH2:43]2)=[CH:38][C:37]3=[O:48])[CH3:31])[CH:25]=[C:26]([F:28])[CH:27]=1.C(N(C(C)C)C(C)C)C.CNC. (5) Given the product [Si:14]([O:21][CH:22]([CH2:28][CH2:29][CH2:30][CH3:31])[C:23]([NH:6][C:7]1[CH:12]=[CH:11][C:10]([CH3:13])=[CH:9][N:8]=1)=[O:24])([C:17]([CH3:20])([CH3:19])[CH3:18])([CH3:15])[CH3:16], predict the reactants needed to synthesize it. The reactants are: [Li]CCCC.[NH2:6][C:7]1[CH:12]=[CH:11][C:10]([CH3:13])=[CH:9][N:8]=1.[Si:14]([O:21][CH:22]([CH2:28][CH2:29][CH2:30][CH3:31])[C:23](OCC)=[O:24])([C:17]([CH3:20])([CH3:19])[CH3:18])([CH3:16])[CH3:15].O.